This data is from Full USPTO retrosynthesis dataset with 1.9M reactions from patents (1976-2016). The task is: Predict the reactants needed to synthesize the given product. (1) Given the product [CH2:1]([CH:3]([C:6]1[C:7]2[N:8]([C:13]([C:20]3[S:21][C:22]4[CH:27]=[CH:26][CH:25]=[CH:24][C:23]=4[C:19]=3[CH3:18])=[C:14]([CH3:16])[N:15]=2)[N:9]=[C:10]([CH3:12])[CH:11]=1)[CH2:4][CH3:5])[CH3:2], predict the reactants needed to synthesize it. The reactants are: [CH2:1]([CH:3]([C:6]1[C:7]2[N:8]([C:13](I)=[C:14]([CH3:16])[N:15]=2)[N:9]=[C:10]([CH3:12])[CH:11]=1)[CH2:4][CH3:5])[CH3:2].[CH3:18][C:19]1[C:23]2[CH:24]=[CH:25][CH:26]=[CH:27][C:22]=2[S:21][CH:20]=1.C1(P(C2C=CC=CC=2)C2C=CC=CC=2)C=CC=CC=1.C(=O)([O-])[O-].[Cs+].[Cs+]. (2) Given the product [CH3:32][N:33]([CH3:44])[C:34]([O:35][C:36]1[CH:37]=[C:38]([NH:42][C:14]([C:11]2([CH2:17][O:18][CH3:19])[CH2:10][CH2:9][N:8]([C:6]([O:5][C:1]([CH3:2])([CH3:3])[CH3:4])=[O:7])[CH2:13][CH2:12]2)=[O:16])[CH:39]=[CH:40][CH:41]=1)=[O:43], predict the reactants needed to synthesize it. The reactants are: [C:1]([O:5][C:6]([N:8]1[CH2:13][CH2:12][C:11]([CH2:17][O:18][CH3:19])([C:14]([OH:16])=O)[CH2:10][CH2:9]1)=[O:7])([CH3:4])([CH3:3])[CH3:2].N1C=CC=CC=1.C(Cl)(=O)C(Cl)=O.[CH3:32][N:33]([CH3:44])[C:34](=[O:43])[O:35][C:36]1[CH:41]=[CH:40][CH:39]=[C:38]([NH2:42])[CH:37]=1. (3) Given the product [CH3:1][O:2][C:3](=[O:20])[C@H:4]([NH:15][C:16](=[O:19])[CH2:17][NH:28][CH2:21][C:22]1[CH:27]=[CH:26][CH:25]=[CH:24][CH:23]=1)[CH2:5][C:6]1[CH:11]=[CH:10][C:9]([CH3:12])=[C:8]([O:13][CH3:14])[CH:7]=1, predict the reactants needed to synthesize it. The reactants are: [CH3:1][O:2][C:3](=[O:20])[C@H:4]([NH:15][C:16](=[O:19])[CH2:17]Cl)[CH2:5][C:6]1[CH:11]=[CH:10][C:9]([CH3:12])=[C:8]([O:13][CH3:14])[CH:7]=1.[CH2:21]([NH2:28])[C:22]1[CH:27]=[CH:26][CH:25]=[CH:24][CH:23]=1.C(=O)([O-])[O-].[K+].[K+].Cl. (4) Given the product [C:13]([C:12]1[CH2:11][CH2:10][N:4]2[C:5]([CH3:9])=[C:6]([CH3:8])[N:7]=[C:3]2[C:1]=1[NH2:2])(=[O:15])[CH3:14], predict the reactants needed to synthesize it. The reactants are: [C:1]([C:3]1[N:4]([CH2:10][CH2:11][CH2:12][C:13](=[O:15])[CH3:14])[C:5]([CH3:9])=[C:6]([CH3:8])[N:7]=1)#[N:2].[K]. (5) The reactants are: [CH:1]1([NH:7][C:8]2[N:13]=[CH:12][N:11]=[C:10]([C:14]([OH:16])=O)[CH:9]=2)[CH2:6][CH2:5][CH2:4][CH2:3][CH2:2]1.[NH2:17][C:18]1[CH:23]=[CH:22][C:21]([OH:24])=[C:20]([Cl:25])[CH:19]=1. Given the product [Cl:25][C:20]1[CH:19]=[C:18]([NH:17][C:14]([C:10]2[CH:9]=[C:8]([NH:7][CH:1]3[CH2:2][CH2:3][CH2:4][CH2:5][CH2:6]3)[N:13]=[CH:12][N:11]=2)=[O:16])[CH:23]=[CH:22][C:21]=1[OH:24], predict the reactants needed to synthesize it. (6) Given the product [ClH:24].[Br:1][C:2]1[CH:3]=[C:4]2[C:12](=[CH:13][CH:14]=1)[C:7]1([CH2:11][CH2:10][N:9]([CH2:25][CH2:26][CH2:27][S:28][C:29]3[NH:30][N:31]=[C:32]([C:34]4[O:38][CH:37]=[N:36][C:35]=4[CH3:39])[N:33]=3)[CH2:8]1)[CH2:6][CH2:5]2, predict the reactants needed to synthesize it. The reactants are: [Br:1][C:2]1[CH:3]=[C:4]2[C:12](=[CH:13][CH:14]=1)[C:7]1([CH2:11][CH2:10][NH:9][CH2:8]1)[CH2:6][CH2:5]2.C([O-])([O-])=O.[K+].[K+].[Na+].[I-].O.[Cl:24][CH2:25][CH2:26][CH2:27][S:28][C:29]1[N:33]=[C:32]([C:34]2[O:38][CH:37]=[N:36][C:35]=2[CH3:39])[NH:31][N:30]=1. (7) Given the product [Cl:98][C:95]1[CH:94]=[CH:93][C:92]([C:87]2[CH:88]=[CH:89][CH:90]=[CH:91][C:86]=2[C@H:78]([NH:79][S@:80]([C:82]([CH3:85])([CH3:84])[CH3:83])=[O:81])[CH:75]2[CH2:74][CH2:73][N:72]([C:69]3[CH:68]=[CH:67][C:66]([C:65]([NH:64][S:61]([C:58]4[CH:59]=[CH:60][C:55]([NH:54][C@H:45]([CH2:44][CH2:43][N:40]5[CH2:39][CH2:38][N:37]([CH2:36][CH2:35][OH:34])[CH2:42][CH2:41]5)[CH2:46][S:47][C:48]5[CH:53]=[CH:52][CH:51]=[CH:50][CH:49]=5)=[C:56]([S:100]([C:103]([F:106])([F:105])[F:104])(=[O:101])=[O:102])[CH:57]=4)(=[O:63])=[O:62])=[O:99])=[CH:71][CH:70]=3)[CH2:77][CH2:76]2)=[CH:97][CH:96]=1, predict the reactants needed to synthesize it. The reactants are: CN([S+](N(C)C)N(C)C)C.C[Si-](F)(F)(C)C.[Si]([O:34][CH2:35][CH2:36][N:37]1[CH2:42][CH2:41][N:40]([CH2:43][CH2:44][C@@H:45]([NH:54][C:55]2[CH:60]=[CH:59][C:58]([S:61]([NH:64][C:65](=[O:99])[C:66]3[CH:71]=[CH:70][C:69]([N:72]4[CH2:77][CH2:76][CH:75]([C@H:78]([C:86]5[CH:91]=[CH:90][CH:89]=[CH:88][C:87]=5[C:92]5[CH:97]=[CH:96][C:95]([Cl:98])=[CH:94][CH:93]=5)[NH:79][S@:80]([C:82]([CH3:85])([CH3:84])[CH3:83])=[O:81])[CH2:74][CH2:73]4)=[CH:68][CH:67]=3)(=[O:63])=[O:62])=[CH:57][C:56]=2[S:100]([C:103]([F:106])([F:105])[F:104])(=[O:102])=[O:101])[CH2:46][S:47][C:48]2[CH:53]=[CH:52][CH:51]=[CH:50][CH:49]=2)[CH2:39][CH2:38]1)(C(C)(C)C)(C1C=CC=CC=1)C1C=CC=CC=1. (8) Given the product [O:1]1[C:5]2[CH:6]=[CH:7][CH:8]=[CH:9][C:4]=2[CH:3]=[C:2]1[CH2:10][C:11]([O:13][CH3:19])=[O:12], predict the reactants needed to synthesize it. The reactants are: [O:1]1[C:5]2[CH:6]=[CH:7][CH:8]=[CH:9][C:4]=2[CH:3]=[C:2]1[CH2:10][C:11]([OH:13])=[O:12].S(=O)(=O)(O)O.[CH3:19]O. (9) Given the product [CH2:1]([O:8][CH2:9][C:10]1[CH2:11][C:12]([C:13]([Cl:16])([Cl:15])[Cl:14])([OH:17])[N:25]([C:20]2[C:19]([Cl:18])=[CH:24][CH:23]=[CH:22][N:21]=2)[N:26]=1)[C:2]1[CH:3]=[CH:4][CH:5]=[CH:6][CH:7]=1, predict the reactants needed to synthesize it. The reactants are: [CH2:1]([O:8][CH2:9][C:10]#[C:11][C:12](=[O:17])[C:13]([Cl:16])([Cl:15])[Cl:14])[C:2]1[CH:7]=[CH:6][CH:5]=[CH:4][CH:3]=1.[Cl:18][C:19]1[C:20]([NH:25][NH2:26])=[N:21][CH:22]=[CH:23][CH:24]=1. (10) The reactants are: [CH:1]1([CH2:6][CH:7]([N:11]2[C:16](=[O:17])[CH:15]=[C:14]([O:18][C:19]3[C:24]([F:25])=[CH:23][CH:22]=[CH:21][N:20]=3)[CH:13]=[N:12]2)[C:8]([OH:10])=O)[CH2:5][CH2:4][CH2:3][CH2:2]1.[CH3:26][C:27]1([CH3:39])[O:31][C@H:30]([CH2:32][N:33]2[CH:37]=[CH:36][C:35]([NH2:38])=[N:34]2)[CH2:29][O:28]1. Given the product [CH:1]1([CH2:6][CH:7]([N:11]2[C:16](=[O:17])[CH:15]=[C:14]([O:18][C:19]3[C:24]([F:25])=[CH:23][CH:22]=[CH:21][N:20]=3)[CH:13]=[N:12]2)[C:8]([NH:38][C:35]2[CH:36]=[CH:37][N:33]([CH2:32][C@@H:30]3[CH2:29][O:28][C:27]([CH3:39])([CH3:26])[O:31]3)[N:34]=2)=[O:10])[CH2:2][CH2:3][CH2:4][CH2:5]1, predict the reactants needed to synthesize it.